The task is: Predict the reactants needed to synthesize the given product.. This data is from Full USPTO retrosynthesis dataset with 1.9M reactions from patents (1976-2016). (1) Given the product [NH2:1][C:2]1[C:11]2[C:6](=[CH:7][CH:8]=[CH:9][C:10]=2[O:12][CH2:13][C@@H:14]([NH:16][C:31](=[O:32])[C:30]2[CH:34]=[CH:35][C:27]([O:26][CH2:25][CH2:24][OH:23])=[C:28]([O:36][CH3:37])[CH:29]=2)[CH3:15])[N:5]=[C:4]([CH3:17])[C:3]=1[C:18]([O:20][CH2:21][CH3:22])=[O:19], predict the reactants needed to synthesize it. The reactants are: [NH2:1][C:2]1[C:11]2[C:6](=[CH:7][CH:8]=[CH:9][C:10]=2[O:12][CH2:13][C@@H:14]([NH2:16])[CH3:15])[N:5]=[C:4]([CH3:17])[C:3]=1[C:18]([O:20][CH2:21][CH3:22])=[O:19].[OH:23][CH2:24][CH2:25][O:26][C:27]1[CH:35]=[CH:34][C:30]([C:31](O)=[O:32])=[CH:29][C:28]=1[O:36][CH3:37]. (2) Given the product [CH2:1]([C:8]1[CH:13]=[CH:12][CH:11]=[CH:10][N:9]=1)[CH2:2][CH2:3][CH2:4][CH2:5][CH2:6][CH2:7][CH2:15][CH2:16][CH2:17][CH3:18], predict the reactants needed to synthesize it. The reactants are: [CH2:1]([C:8]1[CH:13]=[CH:12][CH:11]=[CH:10][N:9]=1)[CH2:2][CH2:3][CH2:4][CH2:5][CH2:6][CH3:7].Br[CH2:15][CH2:16][CH2:17][CH2:18][CH2:15][CH2:16][CH2:17][CH2:18]CC.